From a dataset of Peptide-MHC class I binding affinity with 185,985 pairs from IEDB/IMGT. Regression. Given a peptide amino acid sequence and an MHC pseudo amino acid sequence, predict their binding affinity value. This is MHC class I binding data. (1) The peptide sequence is QPKKAAAAL. The MHC is HLA-A02:06 with pseudo-sequence HLA-A02:06. The binding affinity (normalized) is 0.0847. (2) The peptide sequence is TAFTIPST. The MHC is HLA-A01:01 with pseudo-sequence HLA-A01:01. The binding affinity (normalized) is 0.